Dataset: TCR-epitope binding with 47,182 pairs between 192 epitopes and 23,139 TCRs. Task: Binary Classification. Given a T-cell receptor sequence (or CDR3 region) and an epitope sequence, predict whether binding occurs between them. (1) The epitope is PROT_97E67BCC. The TCR CDR3 sequence is CASSPRTSGPYEQYF. Result: 1 (the TCR binds to the epitope). (2) The epitope is FLNGSCGSV. The TCR CDR3 sequence is CASSQGIFAYEQYF. Result: 0 (the TCR does not bind to the epitope). (3) The epitope is KLSYGIATV. The TCR CDR3 sequence is CASSQVSGAGELFF. Result: 1 (the TCR binds to the epitope). (4) The epitope is YLDAYNMMI. The TCR CDR3 sequence is CASSLDQGNVETQYF. Result: 1 (the TCR binds to the epitope). (5) The epitope is RAKFKQLL. The TCR CDR3 sequence is CASSLGLGVNNEQFF. Result: 1 (the TCR binds to the epitope). (6) The epitope is AIMTRCLAV. The TCR CDR3 sequence is CASRSKTGSKQPQHF. Result: 0 (the TCR does not bind to the epitope). (7) The epitope is IVDTVSALV. The TCR CDR3 sequence is CASSLIGGGAYEQYF. Result: 1 (the TCR binds to the epitope). (8) The epitope is LLLGIGILV. The TCR CDR3 sequence is CASSQDLLGNEQFF. Result: 1 (the TCR binds to the epitope).